This data is from Reaction yield outcomes from USPTO patents with 853,638 reactions. The task is: Predict the reaction yield, written as a fraction of the theoretical maximum amount of product (1.0 means a 100% yield; for example, 0.34 means a 34% yield). (1) The reactants are [O:1]1[C:5]2[C:6](=[O:10])[NH:7][CH:8]=[CH:9][C:4]=2[CH:3]=[CH:2]1.C1C(=O)N([Br:18])C(=O)C1.O. The catalyst is CN(C=O)C. The product is [Br:18][C:9]1[C:4]2[CH:3]=[CH:2][O:1][C:5]=2[C:6](=[O:10])[NH:7][CH:8]=1. The yield is 0.380. (2) The reactants are [CH:1]1([NH2:4])[CH2:3][CH2:2]1.C(N(CC)CC)C.[NH:12]1[CH:16]=[C:15]([C:17](Cl)=[O:18])[CH:14]=[N:13]1. The catalyst is C(Cl)Cl. The product is [CH:1]1([NH:4][C:17]([C:15]2[CH:16]=[N:12][NH:13][CH:14]=2)=[O:18])[CH2:3][CH2:2]1. The yield is 0.990. (3) The reactants are C(O[C:5](=[O:7])[CH3:6])(=O)C.[Al+3].[Cl-].[Cl-].[Cl-].[F:12][C:13]1[CH:18]=[CH:17][CH:16]=[CH:15][CH:14]=1.Cl. The catalyst is O. The product is [F:12][C:13]1[CH:18]=[CH:17][C:16]([C:5](=[O:7])[CH3:6])=[CH:15][CH:14]=1. The yield is 0.300. (4) The product is [Br:43][C:15]1[S:14][C:13]([CH2:12][CH2:11][C@@H:10]([NH:18][C:19](=[O:25])[O:20][C:21]([CH3:24])([CH3:23])[CH3:22])[C@@H:9]([O:8][Si:1]([C:4]([CH3:5])([CH3:6])[CH3:7])([CH3:2])[CH3:3])[C:26]2[CH:27]=[CH:28][C:29]([C:32]([F:33])([F:34])[F:35])=[CH:30][CH:31]=2)=[N:17][CH:16]=1. The yield is 0.710. The reactants are [Si:1]([O:8][C@@H:9]([C:26]1[CH:31]=[CH:30][C:29]([C:32]([F:35])([F:34])[F:33])=[CH:28][CH:27]=1)[C@H:10]([NH:18][C:19](=[O:25])[O:20][C:21]([CH3:24])([CH3:23])[CH3:22])[CH2:11][CH2:12][C:13]1[S:14][CH:15]=[CH:16][N:17]=1)([C:4]([CH3:7])([CH3:6])[CH3:5])([CH3:3])[CH3:2].C1C(=O)N([Br:43])C(=O)C1. The catalyst is CN(C=O)C. (5) The reactants are C([NH:5][S:6]([C:9]1[S:10][C:11]([C:14]2[CH:19]=[CH:18][CH:17]=[C:16]([C:20]3[N:25]=[C:24]([CH3:26])[CH:23]=[C:22]([C:27]4[CH:32]=[CH:31][C:30]([C:33]([F:36])([F:35])[F:34])=[CH:29][CH:28]=4)[N:21]=3)[CH:15]=2)=[CH:12][CH:13]=1)(=[O:8])=[O:7])(C)(C)C.C(O)(C(F)(F)F)=O. The catalyst is ClCCl. The product is [CH3:26][C:24]1[CH:23]=[C:22]([C:27]2[CH:32]=[CH:31][C:30]([C:33]([F:36])([F:34])[F:35])=[CH:29][CH:28]=2)[N:21]=[C:20]([C:16]2[CH:15]=[C:14]([C:11]3[S:10][C:9]([S:6]([NH2:5])(=[O:8])=[O:7])=[CH:13][CH:12]=3)[CH:19]=[CH:18][CH:17]=2)[N:25]=1. The yield is 0.210. (6) The reactants are [O:1]=[C:2]([CH2:9][CH3:10])[CH2:3][C:4]([O:6][CH2:7][CH3:8])=[O:5].[CH2:11](O)[CH2:12][OH:13].C(OCC)(OCC)OCC.O.C1(C)C=CC(S(O)(=O)=O)=CC=1. The catalyst is C(OCC)(=O)C.CCCCCCC. The product is [CH2:7]([O:6][C:4](=[O:5])[CH2:3][C:2]1([CH2:9][CH3:10])[O:13][CH2:12][CH2:11][O:1]1)[CH3:8]. The yield is 0.589. (7) The reactants are [C:1]1([CH2:7][O:8][C:9]([C:11]2([NH2:17])[CH2:16][CH2:15][CH2:14][CH2:13][CH2:12]2)=[O:10])[CH:6]=[CH:5][CH:4]=[CH:3][CH:2]=1.[C:18](OC(OC(C)(C)C)=O)(OC(C)(C)C)=[O:19].C(N(CC)CC)C.[NH:40]1[CH2:45][CH2:44][CH2:43][CH2:42][C:41]1=[O:46]. The catalyst is C1(C)C=CC=CC=1.C(OCC)(=O)C. The product is [C:1]1([CH2:7][O:8][C:9]([C:11]2([NH:17][C:18]([N:40]3[CH2:45][CH2:44][CH2:43][CH2:42][C:41]3=[O:46])=[O:19])[CH2:12][CH2:13][CH2:14][CH2:15][CH2:16]2)=[O:10])[CH:2]=[CH:3][CH:4]=[CH:5][CH:6]=1. The yield is 0.760. (8) The reactants are [Si:1]([C:8]#[C:9][CH2:10][N:11]1[C:16]([I:17])=[CH:15][C:14]([CH:18]([OH:26])[CH2:19][C:20]2[CH:25]=[CH:24][CH:23]=[CH:22][CH:21]=2)=[C:13]([CH3:27])[C:12]1=[O:28])([C:4]([CH3:7])([CH3:6])[CH3:5])([CH3:3])[CH3:2].CCN(CC)CC.Cl[Si:37]([CH3:47])([CH3:46])[CH2:38][CH2:39][CH2:40][CH2:41][CH2:42][CH2:43][CH2:44][CH3:45]. The catalyst is CN(C)C1C=CN=CC=1.C(Cl)Cl. The product is [Si:1]([C:8]#[C:9][CH2:10][N:11]1[C:16]([I:17])=[CH:15][C:14]([CH:18]([O:26][Si:37]([CH3:46])([CH3:47])[CH2:38][CH2:39][CH2:40][CH2:41][CH2:42][CH2:43][CH2:44][CH3:45])[CH2:19][C:20]2[CH:21]=[CH:22][CH:23]=[CH:24][CH:25]=2)=[C:13]([CH3:27])[C:12]1=[O:28])([C:4]([CH3:7])([CH3:6])[CH3:5])([CH3:3])[CH3:2]. The yield is 0.510. (9) The reactants are [CH3:1][C:2]([CH3:22])([CH3:21])[C:3]#[C:4][C:5]1[CH:10]=[C:9]([N+:11]([O-:13])=[O:12])[CH:8]=[C:7]([F:14])[C:6]=1[NH:15]C(=O)CCC.CC([O-])(C)C.[K+].O. The catalyst is CN(C=O)C. The product is [C:2]([C:3]1[NH:15][C:6]2[C:5]([CH:4]=1)=[CH:10][C:9]([N+:11]([O-:13])=[O:12])=[CH:8][C:7]=2[F:14])([CH3:22])([CH3:21])[CH3:1]. The yield is 0.810. (10) The reactants are [N:1]12[CH2:9][CH2:8][CH:5]([CH2:6][CH2:7]1)[NH:4][C:3](=O)[CH2:2]2.O1CCOCC1. The catalyst is O. The product is [N:1]12[CH2:9][CH2:8][CH:5]([CH2:6][CH2:7]1)[NH:4][CH2:3][CH2:2]2. The yield is 0.780.